From a dataset of Forward reaction prediction with 1.9M reactions from USPTO patents (1976-2016). Predict the product of the given reaction. (1) Given the reactants [O:1]1[C:3]2([CH2:8][CH2:7][N:6]([C:9]3[CH:14]=[CH:13][C:12]([N:15]4[CH2:19][C@H:18]([CH2:20][NH:21][C:22](=[O:24])[CH3:23])[O:17][C:16]4=[O:25])=[CH:11][C:10]=3[F:26])[CH2:5][CH2:4]2)[CH2:2]1.[ClH:27], predict the reaction product. The product is: [OH:1][C:3]1([CH2:2][Cl:27])[CH2:4][CH2:5][N:6]([C:9]2[CH:14]=[CH:13][C:12]([N:15]3[CH2:19][C@H:18]([CH2:20][NH:21][C:22](=[O:24])[CH3:23])[O:17][C:16]3=[O:25])=[CH:11][C:10]=2[F:26])[CH2:7][CH2:8]1. (2) Given the reactants [CH3:1][N:2]1[CH2:6][CH2:5][C:4]2([CH2:11][CH2:10][N:9](C(OC(C)(C)C)=O)[CH2:8][CH2:7]2)[C:3]1=[O:19].C(O)(C(F)(F)F)=O, predict the reaction product. The product is: [CH3:1][N:2]1[CH2:6][CH2:5][C:4]2([CH2:11][CH2:10][NH:9][CH2:8][CH2:7]2)[C:3]1=[O:19]. (3) Given the reactants [N:1]1[CH:6]=[CH:5][CH:4]=[C:3]([C:7]2[CH:15]=[CH:14][C:10]([C:11]([OH:13])=[O:12])=[CH:9][CH:8]=2)[CH:2]=1.C1C=C(Cl)C=C(C(OO)=[O:24])C=1, predict the reaction product. The product is: [O-:24][N+:1]1[CH:6]=[CH:5][CH:4]=[C:3]([C:7]2[CH:15]=[CH:14][C:10]([C:11]([OH:13])=[O:12])=[CH:9][CH:8]=2)[CH:2]=1. (4) Given the reactants [F:1][C:2]1[C:3]([O:26][CH3:27])=[CH:4][C:5]([CH3:25])=[C:6]([C:8]2[CH:13]=[CH:12][N:11]=[C:10](OS(C(F)(F)F)(=O)=O)[C:9]=2[N+:22]([O-:24])=[O:23])[CH:7]=1.[CH:28]1([C@H:31]([NH2:34])[CH2:32][CH3:33])[CH2:30][CH2:29]1, predict the reaction product. The product is: [CH:28]1([C@H:31]([NH:34][C:10]2[C:9]([N+:22]([O-:24])=[O:23])=[C:8]([C:6]3[CH:7]=[C:2]([F:1])[C:3]([O:26][CH3:27])=[CH:4][C:5]=3[CH3:25])[CH:13]=[CH:12][N:11]=2)[CH2:32][CH3:33])[CH2:30][CH2:29]1. (5) Given the reactants [CH3:1][S:2]([O-:5])(=[O:4])=[O:3].[CH:6]([N:9]([CH:47]([CH3:49])[CH3:48])[C:10]([C:12]1[CH:44]=[CH:43][C:15]([O:16][CH2:17][CH2:18][CH2:19][CH2:20][O:21]C2C=CC3ON=C(NC([C@@H]([NH3+])CC4C=CC=CC=4)=O)C=3C=2)=[C:14]([O:45][CH3:46])[CH:13]=1)=[O:11])([CH3:8])[CH3:7].CS(O)(=O)=O.C(N(C(C)C)C(C1C=CC(OCCCCO[C:71]2[CH:72]=[CH:73][C:74]3[O:78][N:77]=[C:76]([NH:79][C:80]([NH2+:82][CH3:83])=[O:81])[C:75]=3[CH:84]=2)=C(OC)C=1)=O)(C)C.C(O[C:97]([NH:99][CH2:100]C(O)=O)=[O:98])(C)(C)C, predict the reaction product. The product is: [CH3:1][S:2]([O-:5])(=[O:4])=[O:3].[CH:47]([N:9]([CH:6]([CH3:8])[CH3:7])[C:10]([C:12]1[CH:44]=[CH:43][C:15]([O:16][CH2:17][CH2:18][CH2:19][CH2:20][O:21][C:72]2[CH:71]=[CH:84][C:75]3[C:76]([NH:79][C:80]([N:82]([CH2:83][CH2:10][C:12]4[CH:44]=[CH:43][CH:15]=[CH:14][CH:13]=4)[C:97]([NH2+:99][CH3:100])=[O:98])=[O:81])=[N:77][O:78][C:74]=3[CH:73]=2)=[C:14]([O:45][CH3:46])[CH:13]=1)=[O:11])([CH3:49])[CH3:48]. (6) Given the reactants Cl[C:2]1[C:3]2[CH:10]=[CH:9][NH:8][C:4]=2[N:5]=[CH:6][N:7]=1.[F:11][C:12]1[C:17]([CH:18]=[O:19])=[C:16]([F:20])[CH:15]=[CH:14][C:13]=1[NH:21][S:22]([CH2:25][CH2:26][CH3:27])(=[O:24])=[O:23].[OH-].[K+].Cl.[C:31](OCC)(=[O:33])C, predict the reaction product. The product is: [F:11][C:12]1[C:17]([CH:18]([OH:19])[C:10]2[C:3]3[C:2]([O:33][CH3:31])=[N:7][CH:6]=[N:5][C:4]=3[NH:8][CH:9]=2)=[C:16]([F:20])[CH:15]=[CH:14][C:13]=1[NH:21][S:22]([CH2:25][CH2:26][CH3:27])(=[O:24])=[O:23]. (7) Given the reactants N(C(OC(C)C)=O)=NC(OC(C)C)=O.[CH3:15][NH:16][C:17]1[N:22]=[C:21]([CH2:23][CH2:24][OH:25])[CH:20]=[CH:19][CH:18]=1.O[C:27]1[CH:28]=[C:29]2[C:33](=[CH:34][CH:35]=1)[NH:32][C:31]([CH2:36][CH2:37][C:38]([O:40]C)=[O:39])=[CH:30]2.C1(P(C2C=CC=CC=2)C2C=CC=CC=2)C=CC=CC=1, predict the reaction product. The product is: [CH3:15][NH:16][C:17]1[N:22]=[C:21]([CH2:23][CH2:24][O:25][C:27]2[CH:28]=[C:29]3[C:33](=[CH:34][CH:35]=2)[NH:32][C:31]([CH2:36][CH2:37][C:38]([OH:40])=[O:39])=[CH:30]3)[CH:20]=[CH:19][CH:18]=1. (8) Given the reactants Cl.Cl.[CH3:3][C:4]([CH3:28])([CH3:27])[C:5]([O:7][CH2:8][N:9]1[CH:13]=[CH:12][N:11]=[C:10]1[C@H:14]1[C@H:23]2[CH2:24][CH2:25][NH:26][C@H:22]2[C:21]2[CH:20]=[CH:19][CH:18]=[CH:17][C:16]=2[NH:15]1)=[O:6].[F:29][C:30]1([F:54])[CH2:35][C@H:34]([C:36](O)=[O:37])[C@H:33]([NH:39][C:40]([C:42]2[CH:47]=[CH:46][C:45]([N:48]3[CH:52]=[CH:51][C:50]([CH3:53])=[N:49]3)=[CH:44][CH:43]=2)=[O:41])[CH2:32][CH2:31]1.C(N(CC)CC)C.P(C#N)(OCC)(OCC)=O, predict the reaction product. The product is: [CH3:3][C:4]([CH3:28])([CH3:27])[C:5]([O:7][CH2:8][N:9]1[CH:13]=[CH:12][N:11]=[C:10]1[C@H:14]1[C@H:23]2[CH2:24][CH2:25][N:26]([C:36]([C@H:34]3[CH2:35][C:30]([F:54])([F:29])[CH2:31][CH2:32][C@H:33]3[NH:39][C:40]([C:42]3[CH:47]=[CH:46][C:45]([N:48]4[CH:52]=[CH:51][C:50]([CH3:53])=[N:49]4)=[CH:44][CH:43]=3)=[O:41])=[O:37])[C@H:22]2[C:21]2[CH:20]=[CH:19][CH:18]=[CH:17][C:16]=2[NH:15]1)=[O:6]. (9) The product is: [CH:38]1([C:36]([NH:35][C:33]2[N:34]=[C:29]3[CH:28]=[CH:27][C:26]([O:25][C:24]4[CH:41]=[CH:42][C:43]([CH3:44])=[C:22]([NH:21][C:7]([C:5]5[N:6]=[C:2]([CH3:1])[O:3][CH:4]=5)=[O:9])[CH:23]=4)=[N:31][N:30]3[CH:32]=2)=[O:37])[CH2:39][CH2:40]1. Given the reactants [CH3:1][C:2]1[O:3][CH:4]=[C:5]([C:7]([OH:9])=O)[N:6]=1.O1CCCC1.C(Cl)(=O)C(Cl)=O.[NH2:21][C:22]1[CH:23]=[C:24]([CH:41]=[CH:42][C:43]=1[CH3:44])[O:25][C:26]1[CH:27]=[CH:28][C:29]2[N:30]([CH:32]=[C:33]([NH:35][C:36]([CH:38]3[CH2:40][CH2:39]3)=[O:37])[N:34]=2)[N:31]=1, predict the reaction product. (10) The product is: [CH3:22][C:23]1([CH2:27][NH:28][C:19]([C:16]2[CH:15]=[C:14]([CH2:13][CH2:12][CH2:11][C:2]3[CH:3]=[CH:4][C:5]4[C:10](=[CH:9][CH:8]=[CH:7][CH:6]=4)[CH:1]=3)[O:18][N:17]=2)=[O:21])[CH2:26][O:25][CH2:24]1. Given the reactants [CH:1]1[C:10]2[C:5](=[CH:6][CH:7]=[CH:8][CH:9]=2)[CH:4]=[CH:3][C:2]=1[CH2:11][CH2:12][CH2:13][C:14]1[O:18][N:17]=[C:16]([C:19]([OH:21])=O)[CH:15]=1.[CH3:22][C:23]1([CH2:27][NH2:28])[CH2:26][O:25][CH2:24]1.ON1C2C=CC=CC=2N=N1.Cl.C(N=C=NCCCN(C)C)C.Cl, predict the reaction product.